Dataset: Forward reaction prediction with 1.9M reactions from USPTO patents (1976-2016). Task: Predict the product of the given reaction. (1) The product is: [CH3:24][P:22]([C:25]1[CH:31]=[CH:30][C:28]([NH:29][C:2]2[N:7]=[C:6]([NH:8][C:9]3[CH:14]=[CH:13][CH:12]=[CH:11][C:10]=3[S:15]([CH:18]([CH3:20])[CH3:19])(=[O:17])=[O:16])[CH:5]=[CH:4][N:3]=2)=[C:27]([O:32][CH3:33])[CH:26]=1)([CH3:21])=[O:23]. Given the reactants Cl[C:2]1[N:7]=[C:6]([NH:8][C:9]2[CH:14]=[CH:13][CH:12]=[CH:11][C:10]=2[S:15]([CH:18]([CH3:20])[CH3:19])(=[O:17])=[O:16])[CH:5]=[CH:4][N:3]=1.[CH3:21][P:22]([C:25]1[CH:31]=[CH:30][C:28]([NH2:29])=[C:27]([O:32][CH3:33])[CH:26]=1)([CH3:24])=[O:23].Cl, predict the reaction product. (2) Given the reactants C(OC(=O)[NH:7][CH2:8][CH2:9][NH:10][C:11](=[O:46])[C:12]1[CH:17]=[CH:16][CH:15]=[C:14]([CH2:18][NH:19][C:20]2[N:25]=[C:24]([NH:26][CH2:27][CH:28]3[CH2:33][CH2:32][CH:31]([CH2:34][NH:35]C(OC(C)(C)C)=O)[CH2:30][CH2:29]3)[C:23]([N+:43]([O-:45])=[O:44])=[CH:22][N:21]=2)[CH:13]=1)(C)(C)C.FC(F)(F)C(O)=O, predict the reaction product. The product is: [NH2:7][CH2:8][CH2:9][NH:10][C:11](=[O:46])[C:12]1[CH:17]=[CH:16][CH:15]=[C:14]([CH2:18][NH:19][C:20]2[N:25]=[C:24]([NH:26][CH2:27][CH:28]3[CH2:33][CH2:32][CH:31]([CH2:34][NH2:35])[CH2:30][CH2:29]3)[C:23]([N+:43]([O-:45])=[O:44])=[CH:22][N:21]=2)[CH:13]=1. (3) Given the reactants [Cl:1][C:2]1[CH:3]=[CH:4][C:5]2[CH2:6][NH:7][CH2:8][CH:9]([C:13]3[CH:18]=[CH:17][CH:16]=[CH:15][CH:14]=3)[O:10][C:11]=2[N:12]=1.Br[CH2:20][CH2:21][F:22].C(N(C(C)C)C(C)C)C, predict the reaction product. The product is: [Cl:1][C:2]1[CH:3]=[CH:4][C:5]2[CH2:6][N:7]([CH2:20][CH2:21][F:22])[CH2:8][CH:9]([C:13]3[CH:18]=[CH:17][CH:16]=[CH:15][CH:14]=3)[O:10][C:11]=2[N:12]=1. (4) Given the reactants [OH-].[Na+].[Cl:3][C:4]1[CH:5]=[C:6]([CH2:24][C:25]([O:27]C)=[O:26])[CH:7]=[CH:8][C:9]=1[NH:10][C:11]([C:13]1[C:22]2[C:17](=[CH:18][CH:19]=[C:20]([F:23])[CH:21]=2)[CH:16]=[CH:15][N:14]=1)=[O:12].Cl, predict the reaction product. The product is: [Cl:3][C:4]1[CH:5]=[C:6]([CH2:24][C:25]([OH:27])=[O:26])[CH:7]=[CH:8][C:9]=1[NH:10][C:11]([C:13]1[C:22]2[C:17](=[CH:18][CH:19]=[C:20]([F:23])[CH:21]=2)[CH:16]=[CH:15][N:14]=1)=[O:12].